Dataset: Forward reaction prediction with 1.9M reactions from USPTO patents (1976-2016). Task: Predict the product of the given reaction. Given the reactants S(S([O-])=O)([O-])=O.[Na+].[Na+].[CH3:9][C:10]1[CH:15]=[C:14]([O:16][CH2:17][CH2:18][CH2:19][CH2:20][CH3:21])[CH:13]=[C:12]([CH3:22])[C:11]=1[N:23]=NC1C=CC([N+]([O-])=O)=CC=1, predict the reaction product. The product is: [CH3:22][C:12]1[CH:13]=[C:14]([O:16][CH2:17][CH2:18][CH2:19][CH2:20][CH3:21])[CH:15]=[C:10]([CH3:9])[C:11]=1[NH2:23].